This data is from Acute oral toxicity (LD50) regression data from Zhu et al.. The task is: Regression/Classification. Given a drug SMILES string, predict its toxicity properties. Task type varies by dataset: regression for continuous values (e.g., LD50, hERG inhibition percentage) or binary classification for toxic/non-toxic outcomes (e.g., AMES mutagenicity, cardiotoxicity, hepatotoxicity). Dataset: ld50_zhu. (1) The drug is CCC(C)C1CCCCC1=O. The rat oral LD50 is 1.81, given as -log10 of the dose in mol/kg body weight (higher means more acutely toxic). (2) The drug is CCCCOP(=O)(SCC)SCc1ccccc1. The rat oral LD50 is 2.54, given as -log10 of the dose in mol/kg body weight (higher means more acutely toxic). (3) The drug is CC(C)c1cccc(C(C)C)c1N=C=Nc1c(C(C)C)cccc1C(C)C. The rat oral LD50 is 3.26, given as -log10 of the dose in mol/kg body weight (higher means more acutely toxic). (4) The compound is CNC(C)C#N. The rat oral LD50 is 3.24, given as -log10 of the dose in mol/kg body weight (higher means more acutely toxic). (5) The drug is CC1(COCCOCC2(C)CO2)CO1. The rat oral LD50 is 1.43, given as -log10 of the dose in mol/kg body weight (higher means more acutely toxic). (6) The compound is CCl. The rat oral LD50 is 1.45, given as -log10 of the dose in mol/kg body weight (higher means more acutely toxic). (7) The molecule is CCC(=O)Nc1cccc(OC(=O)NC)c1. The rat oral LD50 is 2.35, given as -log10 of the dose in mol/kg body weight (higher means more acutely toxic). (8) The drug is CN(C)P(=O)(N(C)C)N(C)C. The rat oral LD50 is 1.85, given as -log10 of the dose in mol/kg body weight (higher means more acutely toxic). (9) The molecule is CN1CC(CCN2CC=C(c3ccccc3)CC2)OC1=O. The rat oral LD50 is 2.92, given as -log10 of the dose in mol/kg body weight (higher means more acutely toxic). (10) The molecule is CCCC(=O)OC1CCC(N2CCCCC2)CC1. The rat oral LD50 is 2.12, given as -log10 of the dose in mol/kg body weight (higher means more acutely toxic).